Dataset: Forward reaction prediction with 1.9M reactions from USPTO patents (1976-2016). Task: Predict the product of the given reaction. Given the reactants [CH3:1][C:2]1[C:3](B(O)O)=[CH:4][C:5]2[C:6]([CH3:15])([CH3:14])[CH2:7][CH2:8][C:9]([CH3:13])([CH3:12])[C:10]=2[CH:11]=1.Br[C:20]1[CH:25]=[CH:24][C:23]([C:26](=[CH2:30])[C:27]([OH:29])=[O:28])=[CH:22][CH:21]=1, predict the reaction product. The product is: [CH3:1][C:2]1[C:3]([C:25]2[CH:24]=[C:23]([C:26](=[CH2:30])[C:27]([OH:29])=[O:28])[CH:22]=[CH:21][CH:20]=2)=[CH:4][C:5]2[C:6]([CH3:15])([CH3:14])[CH2:7][CH2:8][C:9]([CH3:13])([CH3:12])[C:10]=2[CH:11]=1.